This data is from Full USPTO retrosynthesis dataset with 1.9M reactions from patents (1976-2016). The task is: Predict the reactants needed to synthesize the given product. (1) Given the product [F:1][C:2]([C:5]1[CH:10]=[CH:9][C:8]([C@@H:11]([NH2:13])[CH3:12])=[C:7]([F:20])[CH:6]=1)([F:4])[CH3:3], predict the reactants needed to synthesize it. The reactants are: [F:1][C:2]([C:5]1[CH:10]=[CH:9][C:8]([C@@H:11]([NH:13]S(C(C)(C)C)=O)[CH3:12])=[C:7]([F:20])[CH:6]=1)([F:4])[CH3:3].Cl.C(OCC)C. (2) Given the product [NH2:1][C@@H:4]([C@@H:40]([C:49]1[CH:54]=[CH:53][C:52]([Cl:55])=[CH:51][CH:50]=1)[C:41]1[CH:42]=[C:43]([F:48])[CH:44]=[C:45]([F:47])[CH:46]=1)[C:5]([NH:7][C:8]1[CH:9]=[N:10][CH:11]=[C:12]([F:39])[C:13]=1[CH2:14][CH2:15][C@H:16]1[O:21][CH2:20][C@@H:19]([CH2:22][O:23][C:24](=[O:31])[NH:25][CH2:26][C:27]([F:30])([F:28])[F:29])[N:18]([C:32]([O:34][C:35]([CH3:36])([CH3:37])[CH3:38])=[O:33])[CH2:17]1)=[O:6], predict the reactants needed to synthesize it. The reactants are: [N:1]([C@@H:4]([C@@H:40]([C:49]1[CH:54]=[CH:53][C:52]([Cl:55])=[CH:51][CH:50]=1)[C:41]1[CH:46]=[C:45]([F:47])[CH:44]=[C:43]([F:48])[CH:42]=1)[C:5]([NH:7][C:8]1[CH:9]=[N:10][CH:11]=[C:12]([F:39])[C:13]=1[CH2:14][CH2:15][C@H:16]1[O:21][CH2:20][C@@H:19]([CH2:22][O:23][C:24](=[O:31])[NH:25][CH2:26][C:27]([F:30])([F:29])[F:28])[N:18]([C:32]([O:34][C:35]([CH3:38])([CH3:37])[CH3:36])=[O:33])[CH2:17]1)=[O:6])=[N+]=[N-].C1(P(C2C=CC=CC=2)C2C=CC=CC=2)C=CC=CC=1.O. (3) Given the product [F:1][C:2]([F:28])([F:29])[C:3]1[CH:27]=[CH:26][C:6]([CH2:7][O:8][N:9]=[C:10]([C:13]2[CH:14]=[CH:15][C:16]([O:17][CH2:18][C:19]([OH:21])=[O:20])=[CH:24][CH:25]=2)[CH2:11][CH3:12])=[CH:5][CH:4]=1, predict the reactants needed to synthesize it. The reactants are: [F:1][C:2]([F:29])([F:28])[C:3]1[CH:27]=[CH:26][C:6]([CH2:7][O:8][N:9]=[C:10]([C:13]2[CH:25]=[CH:24][C:16]([O:17][CH2:18][C:19]([O:21]CC)=[O:20])=[CH:15][CH:14]=2)[CH2:11][CH3:12])=[CH:5][CH:4]=1.[OH-].[Li+]. (4) Given the product [OH:1][C:2]1[CH:10]=[C:9]2[C:5]([CH:6]=[C:7]([C:11]([O:13][CH2:20][C:21]3[CH:26]=[CH:25][CH:24]=[CH:23][CH:22]=3)=[O:12])[NH:8]2)=[CH:4][CH:3]=1, predict the reactants needed to synthesize it. The reactants are: [OH:1][C:2]1[CH:10]=[C:9]2[C:5]([CH:6]=[C:7]([C:11]([OH:13])=[O:12])[NH:8]2)=[CH:4][CH:3]=1.C(=O)([O-])[O-].[Li+].[Li+].[CH2:20](Br)[C:21]1[CH:26]=[CH:25][CH:24]=[CH:23][CH:22]=1.Cl. (5) Given the product [Cl:16][C:17]1[CH:18]=[CH:19][C:20]([S:23]([C:26]2[C:3]([CH3:4])=[CH:2][N:28]3[C:27]=2[CH:32]=[CH:31][CH:30]=[CH:29]3)(=[O:25])=[O:24])=[CH:21][CH:22]=1, predict the reactants needed to synthesize it. The reactants are: Br[CH2:2][C:3](OC)(OC)[CH3:4].Cl.C(=O)([O-])[O-].[K+].[K+].[Cl:16][C:17]1[CH:22]=[CH:21][C:20]([S:23]([CH2:26][C:27]2[CH:32]=[CH:31][CH:30]=[CH:29][N:28]=2)(=[O:25])=[O:24])=[CH:19][CH:18]=1. (6) Given the product [Cl:1][C:2]1[CH:3]=[C:4]([NH:16][C:17]2[C:26]3[C:21](=[CH:22][CH:23]=[CH:24][C:25]=3[O:27][CH2:28][CH2:29][N:30]([CH:31]3[CH2:36][CH2:35][N:34]([CH3:37])[CH2:33][CH2:32]3)[C:38](=[O:40])[CH3:39])[N:20]=[CH:19][N:18]=2)[CH:5]=[CH:6][C:7]=1[O:8][CH2:9][C:10]1[CH:15]=[CH:14][CH:13]=[CH:12][N:11]=1, predict the reactants needed to synthesize it. The reactants are: [Cl:1][C:2]1[CH:3]=[C:4]([NH:16][C:17]2[C:26]3[C:21](=[CH:22][CH:23]=[CH:24][C:25]=3[O:27][CH2:28][CH2:29][NH:30][CH:31]3[CH2:36][CH2:35][N:34]([CH3:37])[CH2:33][CH2:32]3)[N:20]=[CH:19][N:18]=2)[CH:5]=[CH:6][C:7]=1[O:8][CH2:9][C:10]1[CH:15]=[CH:14][CH:13]=[CH:12][N:11]=1.[C:38](Cl)(=[O:40])[CH3:39]. (7) Given the product [Cl:16][C:17]1[CH:18]=[C:19]([NH:20][N:10]=[C:11]2[C:12]([NH2:13])=[N:32][N:31]=[C:14]2[NH2:15])[CH:21]=[C:22]([Cl:24])[CH:23]=1, predict the reactants needed to synthesize it. The reactants are: ClC1C=C(N[N:10]=[C:11]([C:14]#[N:15])[C:12]#[N:13])C=C(Cl)C=1.[Cl:16][C:17]1[CH:18]=[C:19]([CH:21]=[C:22]([Cl:24])[CH:23]=1)[NH2:20].C(#N)CC#N.O.[NH2:31][NH2:32]. (8) Given the product [Cl:1][C:2]1[CH:7]=[CH:6][CH:5]=[CH:4][C:3]=1[CH:8]([O:10][C:11]([NH:12][C:13]1[C:14]([CH3:26])=[N:15][O:16][C:17]=1[C:18]1[CH:23]=[CH:22][C:21]([CH2:24][C:33]2[S:32][C:31]([C:28]([OH:30])=[O:29])=[CH:35][CH:34]=2)=[CH:20][CH:19]=1)=[O:27])[CH3:9], predict the reactants needed to synthesize it. The reactants are: [Cl:1][C:2]1[CH:7]=[CH:6][CH:5]=[CH:4][C:3]=1[CH:8]([O:10][C:11](=[O:27])[NH:12][C:13]1[C:14]([CH3:26])=[N:15][O:16][C:17]=1[C:18]1[CH:23]=[CH:22][C:21]([CH2:24]Cl)=[CH:20][CH:19]=1)[CH3:9].[C:28]([C:31]1[S:32][C:33](B(O)O)=[CH:34][CH:35]=1)([OH:30])=[O:29]. (9) The reactants are: [CH3:1][C:2]1[N:7]=[C:6]2[O:8][CH2:9][CH2:10][CH2:11][C:5]2=[N:4][C:3]=1[OH:12].[F:13][C:14]([F:27])([F:26])[S:15](O[S:15]([C:14]([F:27])([F:26])[F:13])(=[O:17])=[O:16])(=[O:17])=[O:16].C(=O)(O)[O-].[Na+]. Given the product [F:13][C:14]([F:27])([F:26])[S:15]([O:12][C:3]1[N:4]=[C:5]2[CH2:11][CH2:10][CH2:9][O:8][C:6]2=[N:7][C:2]=1[CH3:1])(=[O:17])=[O:16], predict the reactants needed to synthesize it. (10) The reactants are: [N:1]([C:4]1[CH:17]=[CH:16][C:7]([C:8]([NH:10][CH2:11][C:12]([F:15])([F:14])[F:13])=[O:9])=[CH:6][CH:5]=1)=[N+:2]=[N-:3].O=[C:19]([CH2:26][CH2:27][CH3:28])[CH2:20][C:21]([O:23]CC)=[O:22].[O-]CC.[Na+]. Given the product [CH2:26]([C:19]1[N:1]([C:4]2[CH:5]=[CH:6][C:7]([C:8]([NH:10][CH2:11][C:12]([F:14])([F:13])[F:15])=[O:9])=[CH:16][CH:17]=2)[N:2]=[N:3][C:20]=1[C:21]([OH:23])=[O:22])[CH2:27][CH3:28], predict the reactants needed to synthesize it.